From a dataset of Experimentally validated miRNA-target interactions with 360,000+ pairs, plus equal number of negative samples. Binary Classification. Given a miRNA mature sequence and a target amino acid sequence, predict their likelihood of interaction. The miRNA is hsa-miR-4439 with sequence GUGACUGAUACCUUGGAGGCAU. The protein sequence of the target gene is MRYADPSANRDLLGSRTLLFIFICAFALVTLLQQILYGRNYIKRYFEFYEGPFEYNSTRCLELRHEILEVKVLSMVKQSELFDRWKSLQMCKWAMNISEANQFKSTLSRCCNAPAFLFTTQKNTPLGTKLKYEVDTSGIYHINQEIFRMFPKDMPYYRSQFKKCAVVGNGGILKNSRCGREINSADFVFRCNLPPISEKYTMDVGVKTDVVTVNPSIITERFHKLEKWRRPFYRVLQVYENASVLLPAFYNTRNTDVSIRVKYVLDDFESPQAVYYFHPQYLVNVSRYWLSLGVRAKRIS.... Result: 1 (interaction).